The task is: Predict the reaction yield, written as a fraction of the theoretical maximum amount of product (1.0 means a 100% yield; for example, 0.34 means a 34% yield).. This data is from Buchwald-Hartwig C-N cross coupling reaction yields with 55,370 reactions. (1) The reactants are CCc1ccc(Br)cc1.Cc1ccc(N)cc1.O=S(=O)(O[Pd]1c2ccccc2-c2ccccc2N~1)C(F)(F)F.COc1ccc(OC)c(P([C@]23C[C@H]4C[C@H](C[C@H](C4)C2)C3)[C@]23C[C@H]4C[C@H](C[C@H](C4)C2)C3)c1-c1c(C(C)C)cc(C(C)C)cc1C(C)C.CN1CCCN2CCCN=C12.Cc1cc(C)on1. No catalyst specified. The product is CCc1ccc(Nc2ccc(C)cc2)cc1. The yield is 0.744. (2) The reactants are FC(F)(F)c1ccc(I)cc1.Cc1ccc(N)cc1.O=S(=O)(O[Pd]1c2ccccc2-c2ccccc2N~1)C(F)(F)F.COc1ccc(OC)c(P([C@]23C[C@H]4C[C@H](C[C@H](C4)C2)C3)[C@]23C[C@H]4C[C@H](C[C@H](C4)C2)C3)c1-c1c(C(C)C)cc(C(C)C)cc1C(C)C.CCN=P(N=P(N(C)C)(N(C)C)N(C)C)(N(C)C)N(C)C.COC(=O)c1cc(-c2ccco2)on1. No catalyst specified. The product is Cc1ccc(Nc2ccc(C(F)(F)F)cc2)cc1. The yield is 0.307. (3) The reactants are CCc1ccc(Cl)cc1.Cc1ccc(N)cc1.O=S(=O)(O[Pd]1c2ccccc2-c2ccccc2N~1)C(F)(F)F.CC(C)c1cc(C(C)C)c(-c2ccccc2P(C(C)(C)C)C(C)(C)C)c(C(C)C)c1.CN(C)C(=NC(C)(C)C)N(C)C.Fc1cccc(F)c1-c1ccno1. No catalyst specified. The product is CCc1ccc(Nc2ccc(C)cc2)cc1. The yield is 0.0126. (4) The reactants are Ic1cccnc1.Cc1ccc(N)cc1.O=S(=O)(O[Pd]1c2ccccc2-c2ccccc2N~1)C(F)(F)F.CC(C)c1cc(C(C)C)c(-c2ccccc2P(C(C)(C)C)C(C)(C)C)c(C(C)C)c1.CN(C)C(=NC(C)(C)C)N(C)C.CCOC(=O)c1cnoc1. No catalyst specified. The product is Cc1ccc(Nc2cccnc2)cc1. The yield is 0.0397. (5) The reactants are COc1ccc(Cl)cc1.Cc1ccc(N)cc1.O=S(=O)(O[Pd]1c2ccccc2-c2ccccc2N~1)C(F)(F)F.COc1ccc(OC)c(P(C(C)(C)C)C(C)(C)C)c1-c1c(C(C)C)cc(C(C)C)cc1C(C)C.CN(C)C(=NC(C)(C)C)N(C)C.Cc1cc(C)on1. No catalyst specified. The product is COc1ccc(Nc2ccc(C)cc2)cc1. The yield is 0.00359. (6) The reactants are FC(F)(F)c1ccc(I)cc1.Cc1ccc(N)cc1.O=S(=O)(O[Pd]1c2ccccc2-c2ccccc2N~1)C(F)(F)F.COc1ccc(OC)c(P(C(C)(C)C)C(C)(C)C)c1-c1c(C(C)C)cc(C(C)C)cc1C(C)C.CN1CCCN2CCCN=C12.CCOC(=O)c1ccon1. No catalyst specified. The product is Cc1ccc(Nc2ccc(C(F)(F)F)cc2)cc1. The yield is 0.511.